From a dataset of Full USPTO retrosynthesis dataset with 1.9M reactions from patents (1976-2016). Predict the reactants needed to synthesize the given product. (1) Given the product [C:50]([C:49]([NH:48][C:8](=[O:10])[C:7]1[CH:6]=[CH:5][C:4]([O:3][C:2]([F:1])([F:14])[F:13])=[CH:12][CH:11]=1)([CH3:69])[CH2:52][O:53][C:54]1[CH:55]=[CH:56][C:57]2[CH2:61][O:60][B:59]([OH:62])[C:58]=2[C:63]=1[CH2:64][C:65]([F:67])([F:66])[F:68])#[N:51], predict the reactants needed to synthesize it. The reactants are: [F:1][C:2]([F:14])([F:13])[O:3][C:4]1[CH:12]=[CH:11][C:7]([C:8]([OH:10])=O)=[CH:6][CH:5]=1.CN(C(ON1N=NC2C=CC=NC1=2)=[N+](C)C)C.F[P-](F)(F)(F)(F)F.CCN(C(C)C)C(C)C.[NH2:48][C:49]([CH3:69])([CH2:52][O:53][C:54]1[CH:55]=[CH:56][C:57]2[CH2:61][O:60][B:59]([OH:62])[C:58]=2[C:63]=1[CH2:64][C:65]([F:68])([F:67])[F:66])[C:50]#[N:51]. (2) Given the product [CH2:1]([O:3][C:4]([CH:6]1[CH:13]2[CH:7]1[CH2:8][CH2:9][CH:10]([OH:14])[CH2:11][CH2:12]2)=[O:5])[CH3:2], predict the reactants needed to synthesize it. The reactants are: [CH2:1]([O:3][C:4]([CH:6]1[CH:13]2[CH:7]1[CH2:8][CH2:9][CH:10]([O:14][Si](C(C)(C)C)(C1C=CC=CC=1)C1C=CC=CC=1)[CH2:11][CH2:12]2)=[O:5])[CH3:2].Cl. (3) Given the product [CH3:16][O:15][C:13]([CH:12]1[CH2:17][CH2:18][N:9]([C:2]2[C:7]([Br:8])=[CH:6][CH:5]=[CH:4][N:3]=2)[CH2:10][CH2:11]1)=[O:14], predict the reactants needed to synthesize it. The reactants are: Br[C:2]1[C:7]([Br:8])=[CH:6][CH:5]=[CH:4][N:3]=1.[NH:9]1[CH2:18][CH2:17][CH:12]([C:13]([O:15][CH3:16])=[O:14])[CH2:11][CH2:10]1. (4) Given the product [CH2:39]([O:46][C:47]1[CH:48]=[CH:49][C:50]([CH:51]=[CH:14][C:5]2[C:6]3[O:10][C:9]([CH3:11])([CH3:12])[CH2:8][C:7]=3[CH:13]=[C:3]([F:2])[CH:4]=2)=[CH:53][CH:54]=1)[C:40]1[CH:41]=[CH:42][CH:43]=[CH:44][CH:45]=1, predict the reactants needed to synthesize it. The reactants are: [Cl-].[F:2][C:3]1[CH:4]=[C:5]([CH2:14][P+](C2C=CC=CC=2)(C2C=CC=CC=2)C2C=CC=CC=2)[C:6]2[O:10][C:9]([CH3:12])([CH3:11])[CH2:8][C:7]=2[CH:13]=1.C([Li])CCC.[CH2:39]([O:46][C:47]1[CH:54]=[CH:53][C:50]([CH:51]=O)=[CH:49][CH:48]=1)[C:40]1[CH:45]=[CH:44][CH:43]=[CH:42][CH:41]=1. (5) Given the product [Br:1][C:2]1[CH:3]=[C:4]2[C:8](=[CH:9][C:10]=1[F:11])[N:7]([CH:17]1[CH2:18][CH2:19][N:20]([C:23]3[O:27][N:26]=[C:25]([CH:28]([CH3:30])[CH3:29])[N:24]=3)[CH2:21][CH2:22]1)[CH:6]=[CH:5]2, predict the reactants needed to synthesize it. The reactants are: [Br:1][C:2]1[CH:3]=[C:4]2[C:8](=[CH:9][C:10]=1[F:11])[NH:7][CH:6]=[CH:5]2.CS(O[CH:17]1[CH2:22][CH2:21][N:20]([C:23]2[O:27][N:26]=[C:25]([CH:28]([CH3:30])[CH3:29])[N:24]=2)[CH2:19][CH2:18]1)(=O)=O.